Dataset: Experimentally validated miRNA-target interactions with 360,000+ pairs, plus equal number of negative samples. Task: Binary Classification. Given a miRNA mature sequence and a target amino acid sequence, predict their likelihood of interaction. The miRNA is mmu-miR-543-3p with sequence AAACAUUCGCGGUGCACUUCUU. The protein sequence of the target gene is MEQLTTLPRLGDLGAMEPWALPAWQHWTQGQGCKPGDASPSIAGTPTALQVKGLRFEESSKPEGAHSPGPVGNTDPEATETGLPKLGQQAESPGYSCSGLEEEEAQAYKAKFNIGFGDRPNLELLRALGELQQRCTILKEENQMLRKSSFPETEEKVRRLKRKNAELAVIAKRLEERAQKLQETNMRVVSAPVPRPGSSLELCRKALARQRARDLSETASALLAKDKQIAALQRECRELQARLSLVGKEGPQWLHMRDFDRLLRESQREVLRLQRQIALRNQREPLRPARSPGPTAPSRV.... Result: 0 (no interaction).